This data is from Full USPTO retrosynthesis dataset with 1.9M reactions from patents (1976-2016). The task is: Predict the reactants needed to synthesize the given product. (1) Given the product [Cl:17][C:18]1[CH:23]=[CH:22][C:21]([CH:24]([CH2:26][N:15]([CH2:14][C:11]2[CH:12]=[CH:13][C:8]([C:3]3[CH:4]=[CH:5][CH:6]=[CH:7][C:2]=3[Cl:1])=[CH:9][CH:10]=2)[CH3:16])[OH:25])=[CH:20][CH:19]=1, predict the reactants needed to synthesize it. The reactants are: [Cl:1][C:2]1[CH:7]=[CH:6][CH:5]=[CH:4][C:3]=1[C:8]1[CH:13]=[CH:12][C:11]([CH2:14][NH:15][CH3:16])=[CH:10][CH:9]=1.[Cl:17][C:18]1[CH:23]=[CH:22][C:21]([CH:24]2[CH2:26][O:25]2)=[CH:20][CH:19]=1. (2) Given the product [CH2:1]([O:8][C:9]1[C:10](=[O:17])[CH:11]=[C:12]([CH2:15][OH:16])[NH:18][CH:14]=1)[C:2]1[CH:7]=[CH:6][CH:5]=[CH:4][CH:3]=1, predict the reactants needed to synthesize it. The reactants are: [CH2:1]([O:8][C:9]1[C:10](=[O:17])[CH:11]=[C:12]([CH2:15][OH:16])O[CH:14]=1)[C:2]1[CH:7]=[CH:6][CH:5]=[CH:4][CH:3]=1.[NH4+:18].[OH-]. (3) Given the product [C:1]1([S:7]([N:10]2[C:18]3[C:13](=[C:14]4[CH2:23][N:22]([C:24]([O:26][C:27]([CH3:30])([CH3:29])[CH3:28])=[O:25])[CH2:21][CH2:20][O:19][C:15]4=[CH:16][CH:17]=3)[CH:12]=[CH:11]2)(=[O:9])=[O:8])[CH:6]=[CH:5][CH:4]=[CH:3][CH:2]=1, predict the reactants needed to synthesize it. The reactants are: [C:1]1([S:7]([N:10]2[C:18]3[C:13](=[C:14]4[CH2:23][NH:22][CH2:21][CH2:20][O:19][C:15]4=[CH:16][CH:17]=3)[CH:12]=[CH:11]2)(=[O:9])=[O:8])[CH:6]=[CH:5][CH:4]=[CH:3][CH:2]=1.[C:24](O[C:24]([O:26][C:27]([CH3:30])([CH3:29])[CH3:28])=[O:25])([O:26][C:27]([CH3:30])([CH3:29])[CH3:28])=[O:25].